From a dataset of Aqueous solubility values for 9,982 compounds from the AqSolDB database. Regression/Classification. Given a drug SMILES string, predict its absorption, distribution, metabolism, or excretion properties. Task type varies by dataset: regression for continuous measurements (e.g., permeability, clearance, half-life) or binary classification for categorical outcomes (e.g., BBB penetration, CYP inhibition). For this dataset (solubility_aqsoldb), we predict Y. (1) The molecule is Clc1ccc(Cl)c(-c2c(Cl)c(Cl)c(Cl)c(Cl)c2Cl)c1. The Y is -8.46 log mol/L. (2) The drug is Oc1cccc2c(O)cccc12. The Y is -2.92 log mol/L. (3) The drug is c1ccc2sc(SNC3CCCCC3)nc2c1. The Y is -5.92 log mol/L. (4) The molecule is CN1CCC[C@H]1c1cccnc1. The Y is 0.790 log mol/L. (5) The Y is 1.04 log mol/L. The compound is NCC(O)CO. (6) The molecule is CC(=O)CC(=O)Nc1ccccc1C. The Y is -1.85 log mol/L.